This data is from Catalyst prediction with 721,799 reactions and 888 catalyst types from USPTO. The task is: Predict which catalyst facilitates the given reaction. (1) Reactant: [CH2:1]([N:3]1[C:7]2[CH:8]=[CH:9][C:10]([CH2:12][C:13](=[O:21])[C:14]3[CH:15]=[C:16]([CH3:20])[CH:17]=[CH:18][CH:19]=3)=[CH:11][C:6]=2[N:5]([CH2:22][CH3:23])[C:4]1=[O:24])[CH3:2].[H-].[Na+].Br[CH2:28][C:29]([C:31]1[CH:32]=[N:33][CH:34]=[CH:35][CH:36]=1)=[O:30]. Product: [CH2:1]([N:3]1[C:7]2[CH:8]=[CH:9][C:10]([CH:12]([CH2:28][C:29]([C:31]3[CH:32]=[N:33][CH:34]=[CH:35][CH:36]=3)=[O:30])[C:13]([C:14]3[CH:15]=[C:16]([CH3:20])[CH:17]=[CH:18][CH:19]=3)=[O:21])=[CH:11][C:6]=2[N:5]([CH2:22][CH3:23])[C:4]1=[O:24])[CH3:2]. The catalyst class is: 80. (2) Reactant: [CH2:1]([CH:3]1[N:12]2[C:7](=[CH:8][C:9](=[O:18])[C:10]([C:13]([O:15]CC)=[O:14])=[CH:11]2)[C:6]2[CH:19]=[C:20]([O:28][CH3:29])[C:21]([O:23][CH2:24][CH:25]([CH3:27])[CH3:26])=[CH:22][C:5]=2[CH2:4]1)[CH3:2].O[Li].O. Product: [CH2:1]([CH:3]1[N:12]2[C:7](=[CH:8][C:9](=[O:18])[C:10]([C:13]([OH:15])=[O:14])=[CH:11]2)[C:6]2[CH:19]=[C:20]([O:28][CH3:29])[C:21]([O:23][CH2:24][CH:25]([CH3:26])[CH3:27])=[CH:22][C:5]=2[CH2:4]1)[CH3:2]. The catalyst class is: 24. (3) Reactant: [NH2:1][C:2]1[CH:3]=[C:4]([CH:32]=[CH:33][CH:34]=1)[O:5][C:6]1[CH:11]=[C:10]([F:12])[CH:9]=[C:8]([NH:13][C:14]2[CH:19]=[CH:18][C:17]([I:20])=[CH:16][C:15]=2[F:21])[C:7]=1[NH:22][S:23]([C:26]1([CH2:29][CH:30]=[CH2:31])[CH2:28][CH2:27]1)(=[O:25])=[O:24].[CH2:35]([S:37](Cl)(=[O:39])=[O:38])[CH3:36].C. Product: [CH2:35]([S:37]([NH:1][C:2]1[CH:3]=[C:4]([CH:32]=[CH:33][CH:34]=1)[O:5][C:6]1[CH:11]=[C:10]([F:12])[CH:9]=[C:8]([NH:13][C:14]2[CH:19]=[CH:18][C:17]([I:20])=[CH:16][C:15]=2[F:21])[C:7]=1[NH:22][S:23]([C:26]1([CH2:29][CH:30]=[CH2:31])[CH2:28][CH2:27]1)(=[O:24])=[O:25])(=[O:39])=[O:38])[CH3:36]. The catalyst class is: 529. (4) Reactant: [CH2:1]([O:3][C:4]([N:6]1[CH:15]=[CH:14][C:13]2[C:8](=[CH:9][C:10]([O:17][CH3:18])=[C:11]([OH:16])[CH:12]=2)[CH:7]1[CH2:19][C:20]1[CH:25]=[CH:24][CH:23]=[C:22]([O:26][CH2:27][CH3:28])[CH:21]=1)=[O:5])[CH3:2].[C:29](OC(=O)C)(=[O:31])[CH3:30]. Product: [CH2:1]([O:3][C:4]([N:6]1[CH:15]=[CH:14][C:13]2[C:8](=[CH:9][C:10]([O:17][CH3:18])=[C:11]([O:16][C:29](=[O:31])[CH3:30])[CH:12]=2)[CH:7]1[CH2:19][C:20]1[CH:25]=[CH:24][CH:23]=[C:22]([O:26][CH2:27][CH3:28])[CH:21]=1)=[O:5])[CH3:2]. The catalyst class is: 17. (5) Reactant: [CH3:1][O:2][C:3]1[CH:11]=[C:10]([CH3:12])[CH:9]=[CH:8][C:4]=1[C:5](O)=[O:6].CC[N:15]=C=NCCCN(C)C.C1C=CC2N(O)N=NC=2C=1.N. Product: [CH3:1][O:2][C:3]1[CH:11]=[C:10]([CH3:12])[CH:9]=[CH:8][C:4]=1[C:5]([NH2:15])=[O:6]. The catalyst class is: 4. (6) Product: [CH:1]1([NH:7][C:9]2[C:14]([C:15]([O:17][CH2:18][CH3:19])=[O:16])=[CH:13][N:12]=[C:11]3[N:20]([CH2:23][CH3:24])[N:21]=[CH:22][C:10]=23)[CH2:6][CH2:5][CH2:4][CH2:3][CH2:2]1. Reactant: [CH:1]1([NH2:7])[CH2:6][CH2:5][CH2:4][CH2:3][CH2:2]1.Cl[C:9]1[C:14]([C:15]([O:17][CH2:18][CH3:19])=[O:16])=[CH:13][N:12]=[C:11]2[N:20]([CH2:23][CH3:24])[N:21]=[CH:22][C:10]=12. The catalyst class is: 10. (7) Reactant: C(OC(=O)[NH:7][CH:8]([CH2:27][C:28]1[CH:33]=[CH:32][C:31]([Cl:34])=[CH:30][CH:29]=1)[C:9]([N:11]1[CH2:16][CH2:15][N:14]([C:17]2[C:18]3[S:25][C:24]([I:26])=[CH:23][C:19]=3[N:20]=[CH:21][N:22]=2)[CH2:13][CH2:12]1)=[O:10])(C)(C)C.Cl. Product: [NH2:7][CH:8]([CH2:27][C:28]1[CH:29]=[CH:30][C:31]([Cl:34])=[CH:32][CH:33]=1)[C:9]([N:11]1[CH2:12][CH2:13][N:14]([C:17]2[C:18]3[S:25][C:24]([I:26])=[CH:23][C:19]=3[N:20]=[CH:21][N:22]=2)[CH2:15][CH2:16]1)=[O:10]. The catalyst class is: 135. (8) Reactant: [N:1](C(OC(C)C)=O)=NC(OC(C)C)=O.[C:32]1(P([C:28]2[CH:33]=[CH:32][CH:31]=CC=2)[C:32]2[CH:31]=CC=[CH:28][CH:33]=2)[CH:31]=CC=[CH:28][CH:33]=1.[OH:34][C:35]1[CH:36]=[N:37][CH:38]=[CH:39][CH:40]=1.[C:41]([OH:48])(=[O:47])/[CH:42]=[CH:43]/[C:44]([OH:46])=[O:45]. Product: [C:41]([OH:48])(=[O:47])/[CH:42]=[CH:43]/[C:44]([OH:46])=[O:45].[N:1]1([C:32]2([CH2:31][O:34][C:35]3[CH:36]=[N:37][CH:38]=[CH:39][CH:40]=3)[CH2:33][CH2:28]2)[CH2:44][CH2:43][CH2:42][CH2:41]1. The catalyst class is: 7. (9) Reactant: Cl[C:2]1[N:11]=[C:10]([NH:12][CH2:13][CH2:14][C:15]2[CH:20]=[CH:19][CH:18]=[CH:17][CH:16]=2)[C:9]2[C:4](=[CH:5][CH:6]=[CH:7][CH:8]=2)[N:3]=1.[NH:21]1[C:29]2[CH2:28][CH2:27][NH:26][CH2:25][C:24]=2[CH:23]=[CH:22]1. Product: [NH:21]1[C:29]2[CH2:28][CH2:27][N:26]([C:2]3[N:11]=[C:10]([NH:12][CH2:13][CH2:14][C:15]4[CH:20]=[CH:19][CH:18]=[CH:17][CH:16]=4)[C:9]4[C:4](=[CH:5][CH:6]=[CH:7][CH:8]=4)[N:3]=3)[CH2:25][C:24]=2[CH:23]=[CH:22]1. The catalyst class is: 8.